Predict the reaction yield, written as a fraction of the theoretical maximum amount of product (1.0 means a 100% yield; for example, 0.34 means a 34% yield). From a dataset of Reaction yield outcomes from USPTO patents with 853,638 reactions. (1) The reactants are Cl[C:2]1[C:3]([NH:8][C:9]2[CH:14]=[CH:13][CH:12]=[CH:11][CH:10]=2)=[N:4][CH:5]=[CH:6][N:7]=1.[CH3:15][NH2:16]. No catalyst specified. The product is [CH3:15][NH:16][C:2]1[C:3]([NH:8][C:9]2[CH:14]=[CH:13][CH:12]=[CH:11][CH:10]=2)=[N:4][CH:5]=[CH:6][N:7]=1. The yield is 0.548. (2) The reactants are [CH2:1]([N:3]1[C:11]2[C:6](=[CH:7][C:8]([C:12]3[C:21]([N:22]([CH:24]([CH3:26])[CH3:25])[CH3:23])=[N:20][C:19]4[C:14](=[CH:15][CH:16]=[C:17]([C:27]([O:29]C)=[O:28])[CH:18]=4)[N:13]=3)=[CH:9][CH:10]=2)[CH:5]=[N:4]1)[CH3:2].[OH-].[Na+].O. The yield is 0.240. The catalyst is O1CCCC1. The product is [CH2:1]([N:3]1[C:11]2[C:6](=[CH:7][C:8]([C:12]3[C:21]([N:22]([CH:24]([CH3:25])[CH3:26])[CH3:23])=[N:20][C:19]4[C:14](=[CH:15][CH:16]=[C:17]([C:27]([OH:29])=[O:28])[CH:18]=4)[N:13]=3)=[CH:9][CH:10]=2)[CH:5]=[N:4]1)[CH3:2].